From a dataset of Forward reaction prediction with 1.9M reactions from USPTO patents (1976-2016). Predict the product of the given reaction. The product is: [CH3:1][O:2][C:3]1[CH:4]=[CH:5][C:6]([C:9](=[O:19])[CH:10]([C:11]2[CH:16]=[CH:15][C:14]([O:17][CH3:18])=[CH:13][CH:12]=2)[Br:20])=[CH:7][CH:8]=1. Given the reactants [CH3:1][O:2][C:3]1[CH:8]=[CH:7][C:6]([C:9](=[O:19])[CH2:10][C:11]2[CH:16]=[CH:15][C:14]([O:17][CH3:18])=[CH:13][CH:12]=2)=[CH:5][CH:4]=1.[Br-:20].[Br-].[Br-].[NH+]1C=CC=CC=1.[NH+]1C=CC=CC=1.[NH+]1C=CC=CC=1.S([O-])([O-])(=O)=S.[Na+].[Na+], predict the reaction product.